Dataset: Ames mutagenicity test results for genotoxicity prediction. Task: Regression/Classification. Given a drug SMILES string, predict its toxicity properties. Task type varies by dataset: regression for continuous values (e.g., LD50, hERG inhibition percentage) or binary classification for toxic/non-toxic outcomes (e.g., AMES mutagenicity, cardiotoxicity, hepatotoxicity). Dataset: ames. The molecule is Cc1ccc([N+](=O)[O-])cc1NO. The result is 0 (non-mutagenic).